Dataset: Full USPTO retrosynthesis dataset with 1.9M reactions from patents (1976-2016). Task: Predict the reactants needed to synthesize the given product. Given the product [F:34][CH:35]([F:52])[C:36]1[CH:37]=[C:38]([C:26]2[C:21]([NH:20][C:4]3[C:3]4[C:8](=[CH:9][C:10]([F:12])=[CH:11][C:2]=4[F:1])[N:7]=[C:6]([C:13]4[CH:18]=[CH:17][CH:16]=[CH:15][N:14]=4)[C:5]=3[CH3:19])=[CH:22][C:23]([N:28]3[CH2:33][CH2:32][O:31][CH2:30][CH2:29]3)=[N:24][CH:25]=2)[CH:39]=[CH:40][C:41]=1[F:42], predict the reactants needed to synthesize it. The reactants are: [F:1][C:2]1[CH:11]=[C:10]([F:12])[CH:9]=[C:8]2[C:3]=1[C:4]([NH:20][C:21]1[C:26](I)=[CH:25][N:24]=[C:23]([N:28]3[CH2:33][CH2:32][O:31][CH2:30][CH2:29]3)[CH:22]=1)=[C:5]([CH3:19])[C:6]([C:13]1[CH:18]=[CH:17][CH:16]=[CH:15][N:14]=1)=[N:7]2.[F:34][CH:35]([F:52])[C:36]1[CH:37]=[C:38](B2OC(C)(C)C(C)(C)O2)[CH:39]=[CH:40][C:41]=1[F:42].C1(P(C2CCCCC2)C2CCCCC2)CCCCC1.[O-]P([O-])([O-])=O.[K+].[K+].[K+].